Dataset: Kinase inhibitor binding affinity data with 442 proteins and 68 drugs (Kd values). Task: Regression. Given a target protein amino acid sequence and a drug SMILES string, predict the binding affinity score between them. We predict pKd (pKd = -log10(Kd in M); higher means stronger binding). Dataset: davis. (1) The small molecule is COc1cc(Nc2c(C#N)cnc3cc(OCCCN4CCN(C)CC4)c(OC)cc23)c(Cl)cc1Cl. The target protein is PFCDPK1(Pfalciparum). The pKd is 5.0. (2) The drug is Cc1cn(-c2cc(NC(=O)c3ccc(C)c(Nc4nccc(-c5cccnc5)n4)c3)cc(C(F)(F)F)c2)cn1. The target protein (EPHA6) has sequence MQFPSPPAARSSPAPQAASSSEAAAPATGQPGPSCPVPGTSRRGRPGTPPAGRVEEEEEEEEEDVDKDPHPTQNTCLRCRHFSLRERKREPRRTMGGCEVREFLLQFGFFLPLLTAWPGDCSHVSNNQVVLLDTTTVLGELGWKTYPLNGWDAITEMDEYNRPIHTYQVCNVMEPNQNNWLRTNWISRDAAQKIYVEMKFTLRDCNSIPWVLGTCKETFNLFYMESDESHGIKFKPNQYTKIDTIAADESFTQMDLGDRILKLNTEIREVGPIERKGFYLAFQDIGACIALVSVRVFYKKCPFTVRNLAMFPDTIPRVDSSSLVEVRGSCVKSAEERDTPKLYCGADGDWLVPLGRCICSTGYEEIEGSCHACRPGFYKAFAGNTKCSKCPPHSLTYMEATSVCQCEKGYFRAEKDPPSMACTRPPSAPRNVVFNINETALILEWSPPSDTGGRKDLTYSVICKKCGLDTSQCEDCGGGLRFIPRHTGLINNSVIVLDFV.... The pKd is 6.2. (3) The drug is Cc1ccc(NC(=O)c2ccc(CN3CCN(C)CC3)cc2)cc1Nc1nccc(-c2cccnc2)n1. The target protein (RIOK2) has sequence MGKVNVAKLRYMSRDDFRVLTAVEMGMKNHEIVPGSLIASIASLKHGGCNKVLRELVKHKLIAWERTKTVQGYRLTNAGYDYLALKTLSSRQVVESVGNQMGVGKESDIYIVANEEGQQFALKLHRLGRTSFRNLKNKRDYHKHRHNVSWLYLSRLSAMKEFAYMKALYERKFPVPKPIDYNRHAVVMELINGYPLCQIHHVEDPASVYDEAMELIVKLANHGLIHGDFNEFNLILDESDHITMIDFPQMVSTSHPNAEWYFDRDVKCIKDFFMKRFSYESELFPTFKDIRREDTLDVEVSASGYTKEMQADDELLHPLGPDDKNIETKEGSEFSFSDGEVAEKAEVYGSENESERNCLEESEGCYCRSSGDPEQIKEDSLSEESADARSFEMTEFNQALEEIKGQVVENNSVTEFSEEKNRTENYNRQDGQRVQGGVPAGSDEYEDECPHLIALSSLNREFRPFRDEENVGAMNQYRTRTLSITSSGSAVSCSTIPPEL.... The pKd is 5.0. (4) The compound is Cc1ccc(NC(=O)c2ccc(CN3CCN(C)CC3)cc2)cc1Nc1nccc(-c2cccnc2)n1. The target protein (ROCK2) has sequence MEIDMTYQLKVIQQSLEQEEAEHKATKARLADKNKIYESIEEAKSEAMKEMEKKLLEERTLKQKVENLLLEAEKRCSLLDCDLKQSQQKINELLKQKDVLNEDVRNLTLKIEQETQKRCLTQNDLKMQTQQVNTLKMSEKQLKQENNHLMEMKMNLEKQNAELRKERQDADGQMKELQDQLEAEQYFSTLYKTQVRELKEECEEKTKLGKELQQKKQELQDERDSLAAQLEITLTKADSEQLARSIAEEQYSDLEKEKIMKELEIKEMMARHKQELTEKDATIASLEETNRTLTSDVANLANEKEELNNKLKDVQEQLSRLKDEEISAAAIKAQFEKQLLTERTLKTQAVNKLAEIMNRKEPVKRGNDTDVRRKEKENRKLHMELKSEREKLTQQMIKYQKELNEMQAQIAEESQIRIELQMTLDSKDSDIEQLRSQLQALHIGLDSSSIGSGPGDAEADDGFPESRLEGWLSLPVRNNTKKFGWVKKYVIVSSKKILFY.... The pKd is 5.0. (5) The drug is CCn1c(-c2nonc2N)nc2c(C#CC(C)(C)O)ncc(OCC3CCCNC3)c21. The target protein (BLK) has sequence MGLVSSKKPDKEKPIKEKDKGQWSPLKVSAQDKDAPPLPPLVVFNHLTPPPPDEHLDEDKHFVVALYDYTAMNDRDLQMLKGEKLQVLKGTGDWWLARSLVTGREGYVPSNFVARVESLEMERWFFRSQGRKEAERQLLAPINKAGSFLIRESETNKGAFSLSVKDVTTQGELIKHYKIRCLDEGGYYISPRITFPSLQALVQHYSKKGDGLCQRLTLPCVRPAPQNPWAQDEWEIPRQSLRLVRKLGSGQFGEVWMGYYKNNMKVAIKTLKEGTMSPEAFLGEANVMKALQHERLVRLYAVVTKEPIYIVTEYMARGCLLDFLKTDEGSRLSLPRLIDMSAQIAEGMAYIERMNSIHRDLRAANILVSEALCCKIADFGLARIIDSEYTAQEGAKFPIKWTAPEAIHFGVFTIKADVWSFGVLLMEVVTYGRVPYPGMSNPEVIRNLERGYRMPRPDTCPPELYRGVIAECWRSRPEERPTFDCTPGRVTRPLCAASFV.... The pKd is 5.0. (6) The small molecule is Cc1ccc(NC(=O)c2ccc(CN3CCN(C)CC3)cc2)cc1Nc1nccc(-c2cccnc2)n1. The target protein (PRKR) has sequence MAGDLSAGFFMEELNTYRQKQGVVLKYQELPNSGPPHDRRFTFQVIIDGREFPEGEGRSKKEAKNAAAKLAVEILNKEKKAVSPLLLTTTNSSEGLSMGNYIGLINRIAQKKRLTVNYEQCASGVHGPEGFHYKCKMGQKEYSIGTGSTKQEAKQLAAKLAYLQILSEETSVKSDYLSSGSFATTCESQSNSLVTSTLASESSSEGDFSADTSEINSNSDSLNSSSLLMNGLRNNQRKAKRSLAPRFDLPDMKETKYTVDKRFGMDFKEIELIGSGGFGQVFKAKHRIDGKTYVIKRVKYNNEKAEREVKALAKLDHVNIVHYNGCWDGFDYDPETSDDSLESSDYDPENSKNSSRSKTKCLFIQMEFCDKGTLEQWIEKRRGEKLDKVLALELFEQITKGVDYIHSKKLIHRDLKPSNIFLVDTKQVKIGDFGLVTSLKNDGKRTRSKGTLRYMSPEQISSQDYGKEVDLYALGLILAELLHVCDTAFETSKFFTDLRD.... The pKd is 5.0. (7) The compound is Cc1cnc(Nc2ccc(OCCN3CCCC3)cc2)nc1Nc1cccc(S(=O)(=O)NC(C)(C)C)c1. The target protein (PIP5K1A) has sequence MASASSGPSSSVGFSSFDPAVPSCTLSSAASGIKRPMASEVLEARQDSYISLVPYASGMPIKKIGHRSVDSSGETTYKKTTSSALKGAIQLGITHTVGSLSTKPERDVLMQDFYVVESIFFPSEGSNLTPAHHYNDFRFKTYAPVAFRYFRELFGIRPDDYLYSLCSEPLIELCSSGASGSLFYVSSDDEFIIKTVQHKEAEFLQKLLPGYYMNLNQNPRTLLPKFYGLYCVQAGGKNIRIVVMNNLLPRSVKMHIKYDLKGSTYKRRASQKEREKPLPTFKDLDFLQDIPDGLFLDADMYNALCKTLQRDCLVLQSFKIMDYSLLMSIHNIDHAQREPLSSETQYSVDTRRPAPQKALYSTAMESIQGEARRGGTMETDDHMGGIPARNSKGERLLLYIGIIDILQSYRFVKKLEHSWKALVHDGDTVSVHRPGFYAERFQRFMCNTVFKKIPLKPSPSKKFRSGSSFSRRAGSSGNSCITYQPSVSGEHKAQVTTKAE.... The pKd is 7.2. (8) The drug is Cc1ccc(Nc2nccc(N(C)c3ccc4c(C)n(C)nc4c3)n2)cc1S(N)(=O)=O. The target protein is PFCDPK1(Pfalciparum). The pKd is 6.4. (9) The small molecule is CN1CCC(c2c(O)cc(O)c3c(=O)cc(-c4ccccc4Cl)oc23)C(O)C1. The target protein (MRCKB) has sequence MSAKVRLKKLEQLLLDGPWRNESALSVETLLDVLVCLYTECSHSALRRDKYVAEFLEWAKPFTQLVKEMQLHREDFEIIKVIGRGAFGEVAVVKMKNTERIYAMKILNKWEMLKRAETACFREERDVLVNGDCQWITALHYAFQDENHLYLVMDYYVGGDLLTLLSKFEDKLPEDMARFYIGEMVLAIDSIHQLHYVHRDIKPDNVLLDVNGHIRLADFGSCLKMNDDGTVQSSVAVGTPDYISPEILQAMEDGMGKYGPECDWWSLGVCMYEMLYGETPFYAESLVETYGKIMNHEERFQFPSHVTDVSEEAKDLIQRLICSRERRLGQNGIEDFKKHAFFEGLNWENIRNLEAPYIPDVSSPSDTSNFDVDDDVLRNTEILPPGSHTGFSGLHLPFIGFTFTTESCFSDRGSLKSIMQSNTLTKDEDVQRDLEHSLQMEAYERRIRRLEQEKLELSRKLQESTQTVQSLHGSSRALSNSNRDKEIKKLNEEIERLKNK.... The pKd is 5.5.